Predict the reaction yield, written as a fraction of the theoretical maximum amount of product (1.0 means a 100% yield; for example, 0.34 means a 34% yield). From a dataset of Reaction yield outcomes from USPTO patents with 853,638 reactions. The reactants are [Cl:1][C:2]1[N:7]=[C:6]([CH2:8][C:9]([C:11]2[CH:12]=[CH:13][C:14]([F:29])=[C:15]([NH:17][S:18]([C:21]3[C:26]([F:27])=[CH:25][CH:24]=[CH:23][C:22]=3[F:28])(=[O:20])=[O:19])[CH:16]=2)=O)[CH:5]=[CH:4][N:3]=1.C1C(=O)N(Br)C(=O)C1.[CH3:38][CH:39]([CH3:43])[C:40](=[S:42])[NH2:41]. The catalyst is CN(C=O)C. The product is [Cl:1][C:2]1[N:7]=[C:6]([C:8]2[S:42][C:40]([CH:39]([CH3:43])[CH3:38])=[N:41][C:9]=2[C:11]2[CH:12]=[CH:13][C:14]([F:29])=[C:15]([NH:17][S:18]([C:21]3[C:26]([F:27])=[CH:25][CH:24]=[CH:23][C:22]=3[F:28])(=[O:20])=[O:19])[CH:16]=2)[CH:5]=[CH:4][N:3]=1. The yield is 0.410.